This data is from Catalyst prediction with 721,799 reactions and 888 catalyst types from USPTO. The task is: Predict which catalyst facilitates the given reaction. (1) Product: [CH2:1]([O:8][C:9]1[CH:14]=[C:13]([CH:12]=[CH:11][N:10]=1)[CH:15]=[O:16])[C:2]1[CH:3]=[CH:4][CH:5]=[CH:6][CH:7]=1. Reactant: [CH2:1]([O:8][C:9]1[CH:14]=[C:13]([CH2:15][OH:16])[CH:12]=[CH:11][N:10]=1)[C:2]1[CH:7]=[CH:6][CH:5]=[CH:4][CH:3]=1. The catalyst class is: 428. (2) Reactant: [Cl:1][C:2]1[CH:3]=[CH:4][C:5]2[N:11]3[C:12]([C:15]([F:18])([F:17])[F:16])=[N:13][N:14]=[C:10]3[C@@H:9]([CH2:19][C:20]([NH:22][C:23]3([C:27]([O:29]CC)=[O:28])[CH2:26][CH2:25][CH2:24]3)=[O:21])[S:8][C@H:7]([C:32]3[CH:37]=[CH:36][CH:35]=[C:34]([O:38][CH3:39])[C:33]=3[O:40][CH3:41])[C:6]=2[CH:42]=1.Cl. Product: [Cl:1][C:2]1[CH:3]=[CH:4][C:5]2[N:11]3[C:12]([C:15]([F:18])([F:17])[F:16])=[N:13][N:14]=[C:10]3[C@@H:9]([CH2:19][C:20]([NH:22][C:23]3([C:27]([OH:29])=[O:28])[CH2:26][CH2:25][CH2:24]3)=[O:21])[S:8][C@H:7]([C:32]3[CH:37]=[CH:36][CH:35]=[C:34]([O:38][CH3:39])[C:33]=3[O:40][CH3:41])[C:6]=2[CH:42]=1. The catalyst class is: 12. (3) Reactant: [CH3:1][N:2]1[CH2:7][CH2:6][CH:5]([C:8]2[CH:18]=[CH:17][C:11]([C:12]([O:14]CC)=[O:13])=[CH:10][CH:9]=2)[CH2:4][CH2:3]1.[OH-].[Na+].Cl. Product: [CH3:1][N:2]1[CH2:7][CH2:6][CH:5]([C:8]2[CH:18]=[CH:17][C:11]([C:12]([OH:14])=[O:13])=[CH:10][CH:9]=2)[CH2:4][CH2:3]1. The catalyst class is: 40.